This data is from Catalyst prediction with 721,799 reactions and 888 catalyst types from USPTO. The task is: Predict which catalyst facilitates the given reaction. (1) Reactant: [Cl:1][C:2]1[CH:7]=[N:6][NH:5][C:4](=[O:8])[C:3]=1[NH:9][CH2:10][CH2:11][CH2:12][N:13]([CH2:15][CH2:16][C:17]1[CH:22]=[CH:21][C:20]([O:23][CH3:24])=[C:19]([O:25][CH3:26])[CH:18]=1)[CH3:14].CO.[C:29]([OH:36])(=[O:35])/[CH:30]=[CH:31]/[C:32]([OH:34])=[O:33]. Product: [C:29]([OH:36])(=[O:35])/[CH:30]=[CH:31]/[C:32]([OH:34])=[O:33].[Cl:1][C:2]1[CH:7]=[N:6][NH:5][C:4](=[O:8])[C:3]=1[NH:9][CH2:10][CH2:11][CH2:12][N:13]([CH2:15][CH2:16][C:17]1[CH:22]=[CH:21][C:20]([O:23][CH3:24])=[C:19]([O:25][CH3:26])[CH:18]=1)[CH3:14]. The catalyst class is: 13. (2) Reactant: [Cl:1][C:2]1[N:3]=[C:4](Cl)[C:5]2[N:11]=[C:10]([C:12]3[CH:17]=[CH:16][C:15]([F:18])=[CH:14][CH:13]=3)[CH:9]=[CH:8][C:6]=2[N:7]=1.[CH3:20][O:21][CH2:22][CH2:23][CH2:24][NH2:25]. Product: [Cl:1][C:2]1[N:3]=[C:4]([NH:25][CH2:24][CH2:23][CH2:22][O:21][CH3:20])[C:5]2[N:11]=[C:10]([C:12]3[CH:17]=[CH:16][C:15]([F:18])=[CH:14][CH:13]=3)[CH:9]=[CH:8][C:6]=2[N:7]=1. The catalyst class is: 12. (3) Reactant: [CH2:1]([N:8]1[C@@H:13]2[C@H:14]([C:16]#[N:17])[CH2:15][C@@:9]1([C:36]1[CH:41]=[CH:40][CH:39]=[CH:38][CH:37]=1)[C@H:10]([O:18][C@H:19]([C:22]1[CH:27]=[C:26]([C:28]([F:31])([F:30])[F:29])[CH:25]=[C:24]([C:32]([F:35])([F:34])[F:33])[CH:23]=1)[CH2:20][OH:21])[CH2:11][CH2:12]2)[C:2]1[CH:7]=[CH:6][CH:5]=[CH:4][CH:3]=1.[CH2:42](Br)[C:43]1[CH:48]=[CH:47][CH:46]=[CH:45][CH:44]=1.C1OCCOCCOCCOCCOCCOC1.[H-].[Na+]. Product: [CH2:1]([N:8]1[C@@H:13]2[C@H:14]([C:16]#[N:17])[CH2:15][C@@:9]1([C:36]1[CH:41]=[CH:40][CH:39]=[CH:38][CH:37]=1)[C@H:10]([O:18][C@H:19]([C:22]1[CH:27]=[C:26]([C:28]([F:30])([F:31])[F:29])[CH:25]=[C:24]([C:32]([F:33])([F:34])[F:35])[CH:23]=1)[CH2:20][O:21][CH2:42][C:43]1[CH:48]=[CH:47][CH:46]=[CH:45][CH:44]=1)[CH2:11][CH2:12]2)[C:2]1[CH:7]=[CH:6][CH:5]=[CH:4][CH:3]=1. The catalyst class is: 20.